Task: Predict which catalyst facilitates the given reaction.. Dataset: Catalyst prediction with 721,799 reactions and 888 catalyst types from USPTO Reactant: [CH2:1]([CH:8]1[C:13](=[O:14])[NH:12][C:11](=[O:15])[NH:10][C:9]1=[O:16])[C:2]1[CH:7]=[CH:6][CH:5]=[CH:4][CH:3]=1.[C:17]([O:21][C:22]([NH:24][OH:25])=[O:23])([CH3:20])([CH3:19])[CH3:18].C(=O)([O-])[O-].[K+].[K+].I([O-])(=O)(=O)=O.[Na+]. Product: [C:17]([O:21][C:22]([N:24]([OH:25])[C:8]1([CH2:1][C:2]2[CH:7]=[CH:6][CH:5]=[CH:4][CH:3]=2)[C:9](=[O:16])[NH:10][C:11](=[O:15])[NH:12][C:13]1=[O:14])=[O:23])([CH3:20])([CH3:19])[CH3:18]. The catalyst class is: 8.